This data is from Full USPTO retrosynthesis dataset with 1.9M reactions from patents (1976-2016). The task is: Predict the reactants needed to synthesize the given product. (1) Given the product [CH3:2][O:1][C:6]1[CH:7]=[CH:8][C:9]([CH2:11][NH:12][C:13]2[CH:14]=[C:15]([CH:18]=[CH:19][CH:20]=2)[C:16]#[N:17])=[CH:10][CH:5]=1, predict the reactants needed to synthesize it. The reactants are: [O:1]1[C:6]2[CH:7]=[CH:8][C:9]([CH2:11][NH:12][C:13]3[CH:14]=[C:15]([CH:18]=[CH:19][C:20]=3F)[C:16]#[N:17])=[CH:10][C:5]=2OC[CH2:2]1.NC1C=C(C=CC=1)C#N.C(=O)C1C=CC(OC)=CC=1. (2) Given the product [Cl:1][C:2]1[C:11]2[CH2:10][CH2:9][CH2:8][C:7](=[O:15])[C:6]=2[N:5]=[C:4]([CH3:12])[CH:3]=1, predict the reactants needed to synthesize it. The reactants are: [Cl:1][C:2]1[C:11]2[CH2:10][CH2:9][CH2:8][CH2:7][C:6]=2[N:5]=[C:4]([CH3:12])[CH:3]=1.CB1OB(C)OB(C)[O:15]1.C(=O)([O-])[O-].[K+].[K+]. (3) Given the product [NH:1]1[C:5]2[CH:6]=[CH:7][C:8]([N:10]3[CH:22]([C:21]4[CH:24]=[CH:25][C:18]([N:15]5[CH2:16][CH2:17][CH:12]([OH:11])[CH2:13][CH2:14]5)=[CH:19][CH:20]=4)[C:28](=[O:29])[CH2:27][C:26]3=[O:31])=[CH:9][C:4]=2[N:3]=[CH:2]1, predict the reactants needed to synthesize it. The reactants are: [NH:1]1[C:5]2[CH:6]=[CH:7][C:8]([NH2:10])=[CH:9][C:4]=2[N:3]=[CH:2]1.[OH:11][CH:12]1[CH2:17][CH2:16][N:15]([C:18]2[CH:25]=[CH:24][C:21]([CH:22]=O)=[CH:20][CH:19]=2)[CH2:14][CH2:13]1.[C:26](OC(C)(C)C)(=[O:31])[CH2:27][C:28]([O-])=[O:29].C(=O)(OC)OC(C)(C)C[N+]#[C-].CC(C)([O-])C.[Na+]. (4) Given the product [CH3:20][C:15]1([CH3:19])[CH2:16][C:17](=[O:18])[N:12]([C:9]2[CH:10]=[N:11][C:6]([O:5][C:1](=[O:2])[N:24]([C:25]3[CH:26]=[CH:38][C:33]([O:32][CH3:31])=[CH:34][CH:27]=3)[CH3:28])=[CH:7][CH:8]=2)[C:13](=[O:21])[CH2:14]1, predict the reactants needed to synthesize it. The reactants are: [C:1](Cl)(Cl)=[O:2].[OH:5][C:6]1[N:11]=[CH:10][C:9]([N:12]2[C:17](=[O:18])[CH2:16][C:15]([CH3:20])([CH3:19])[CH2:14][C:13]2=[O:21])=[CH:8][CH:7]=1.C([N:24]([CH:28](C)C)[CH:25]([CH3:27])[CH3:26])C.[CH3:31][O:32][C:33]1[CH:38]=CC(CN)=C[CH:34]=1.N12CCN(CC1)CC2. (5) Given the product [I-:37].[OH:40][CH2:39][CH2:38][N+:30]1[C:31]2[C:36](=[CH:35][CH:34]=[CH:33][CH:32]=2)[C:23](/[CH:22]=[CH:21]/[C:17]2[CH:18]=[CH:19][C:20]3[N:8]([CH2:7][CH2:6][O:5][CH2:4][CH2:3][O:2][CH3:1])[C:9]4[C:14]([C:15]=3[CH:16]=2)=[CH:13][CH:12]=[CH:11][CH:10]=4)=[C:24]2[C:29]=1[CH:28]=[CH:27][CH:26]=[CH:25]2, predict the reactants needed to synthesize it. The reactants are: [CH3:1][O:2][CH2:3][CH2:4][O:5][CH2:6][CH2:7][N:8]1[C:20]2[CH:19]=[CH:18][C:17](/[CH:21]=[CH:22]/[C:23]3[C:24]4[C:29]([N:30]=[C:31]5[C:36]=3[CH:35]=[CH:34][CH:33]=[CH:32]5)=[CH:28][CH:27]=[CH:26][CH:25]=4)=[CH:16][C:15]=2[C:14]2[C:9]1=[CH:10][CH:11]=[CH:12][CH:13]=2.[I:37][CH2:38][CH2:39][OH:40].